From a dataset of NCI-60 drug combinations with 297,098 pairs across 59 cell lines. Regression. Given two drug SMILES strings and cell line genomic features, predict the synergy score measuring deviation from expected non-interaction effect. Drug 1: CC12CCC3C(C1CCC2=O)CC(=C)C4=CC(=O)C=CC34C. Drug 2: CC(C)(C#N)C1=CC(=CC(=C1)CN2C=NC=N2)C(C)(C)C#N. Cell line: EKVX. Synergy scores: CSS=19.3, Synergy_ZIP=0.930, Synergy_Bliss=2.23, Synergy_Loewe=3.66, Synergy_HSA=2.81.